Dataset: Retrosynthesis with 50K atom-mapped reactions and 10 reaction types from USPTO. Task: Predict the reactants needed to synthesize the given product. Given the product Cc1cnc(F)cc1-c1ccc(Cl)cc1, predict the reactants needed to synthesize it. The reactants are: Cc1cnc(F)cc1I.OB(O)c1ccc(Cl)cc1.